This data is from NCI-60 drug combinations with 297,098 pairs across 59 cell lines. The task is: Regression. Given two drug SMILES strings and cell line genomic features, predict the synergy score measuring deviation from expected non-interaction effect. Drug 1: CN1CCC(CC1)COC2=C(C=C3C(=C2)N=CN=C3NC4=C(C=C(C=C4)Br)F)OC. Drug 2: CC1=C2C(C(=O)C3(C(CC4C(C3C(C(C2(C)C)(CC1OC(=O)C(C(C5=CC=CC=C5)NC(=O)OC(C)(C)C)O)O)OC(=O)C6=CC=CC=C6)(CO4)OC(=O)C)O)C)O. Cell line: DU-145. Synergy scores: CSS=60.1, Synergy_ZIP=4.31, Synergy_Bliss=8.77, Synergy_Loewe=-2.11, Synergy_HSA=10.4.